Dataset: Forward reaction prediction with 1.9M reactions from USPTO patents (1976-2016). Task: Predict the product of the given reaction. (1) Given the reactants [CH3:1][C:2]1([CH3:32])[CH2:11][C:10]2[C:5](=[CH:6][CH:7]=[C:8]([C:12]([O:14]C)=[O:13])[CH:9]=2)[NH:4][CH:3]1[C:16]1[CH:21]=[CH:20][C:19]([NH:22][C:23](=[O:31])[CH2:24][C:25]2[CH:30]=[CH:29][CH:28]=[CH:27][CH:26]=2)=[CH:18][CH:17]=1.[OH-].[Na+], predict the reaction product. The product is: [CH3:1][C:2]1([CH3:32])[CH2:11][C:10]2[C:5](=[CH:6][CH:7]=[C:8]([C:12]([OH:14])=[O:13])[CH:9]=2)[NH:4][CH:3]1[C:16]1[CH:21]=[CH:20][C:19]([NH:22][C:23](=[O:31])[CH2:24][C:25]2[CH:26]=[CH:27][CH:28]=[CH:29][CH:30]=2)=[CH:18][CH:17]=1. (2) Given the reactants [CH2:1]([S:3]([C:6]1[CH:34]=[CH:33][C:9]([CH2:10][NH:11][C:12]([C:14]2[CH:15]=[C:16]3[CH2:22][N:21]([C:23]([O:25][C:26]([CH3:29])([CH3:28])[CH3:27])=[O:24])[C@@H:20]([CH:30]([CH3:32])[CH3:31])[C:17]3=[N:18][CH:19]=2)=[O:13])=[CH:8][CH:7]=1)(=[O:5])=[O:4])[CH3:2].[C:35](OC(N1C(C)C2C(=NC=C(C(O)=O)C=2)[C@@H]1C(C)C)=O)(C)(C)C, predict the reaction product. The product is: [CH2:1]([S:3]([C:6]1[CH:7]=[CH:8][C:9]([CH2:10][NH:11][C:12]([C:14]2[CH:15]=[C:16]3[CH:22]([CH3:35])[N:21]([C:23]([O:25][C:26]([CH3:27])([CH3:28])[CH3:29])=[O:24])[C@@H:20]([CH:30]([CH3:31])[CH3:32])[C:17]3=[N:18][CH:19]=2)=[O:13])=[CH:33][CH:34]=1)(=[O:5])=[O:4])[CH3:2]. (3) Given the reactants Cl[S:2]([CH2:5][C@H:6]1[O:12][CH2:11][CH2:10][N:9]([C:13]([O:15][C:16]([CH3:19])([CH3:18])[CH3:17])=[O:14])[CH2:8][C@H:7]1[C:20]1[CH:25]=[CH:24][C:23]([Cl:26])=[C:22]([Cl:27])[CH:21]=1)(=[O:4])=[O:3].C(N(CC)CC)C.[CH:35]([NH2:38])([CH3:37])[CH3:36].O, predict the reaction product. The product is: [Cl:27][C:22]1[CH:21]=[C:20]([C@H:7]2[C@@H:6]([CH2:5][S:2](=[O:4])(=[O:3])[NH:38][CH:35]([CH3:37])[CH3:36])[O:12][CH2:11][CH2:10][N:9]([C:13]([O:15][C:16]([CH3:19])([CH3:18])[CH3:17])=[O:14])[CH2:8]2)[CH:25]=[CH:24][C:23]=1[Cl:26]. (4) The product is: [OH:28][CH2:27][CH:26]([NH:25][C:4]([C:6]1[S:10][C:9](/[CH:11]=[CH:12]/[C:13]2[C:14]([C:19]3[CH:20]=[CH:21][CH:22]=[CH:23][CH:24]=3)=[N:15][O:16][C:17]=2[CH3:18])=[N:8][CH:7]=1)=[O:5])[CH3:29]. Given the reactants C(O[C:4]([C:6]1[S:10][C:9](/[CH:11]=[CH:12]/[C:13]2[C:14]([C:19]3[CH:24]=[CH:23][CH:22]=[CH:21][CH:20]=3)=[N:15][O:16][C:17]=2[CH3:18])=[N:8][CH:7]=1)=[O:5])C.[NH2:25][CH:26]([CH3:29])[CH2:27][OH:28], predict the reaction product. (5) Given the reactants [F:1][C:2]1[CH:7]=[CH:6][C:5]([C:8]2[C:13](/[CH:14]=[CH:15]/[C@@H:16]([OH:28])[CH2:17][C:18](=[O:27])[CH2:19][C:20]([O:22][C:23]([CH3:26])([CH3:25])[CH3:24])=[O:21])=[C:12]([CH:29]([CH3:31])[CH3:30])[N:11]=[C:10]([N:32]([CH3:37])[S:33]([CH3:36])(=[O:35])=[O:34])[N:9]=2)=[CH:4][CH:3]=1.C(B(CC)OC)C.[BH4-].[Na+].C(O)(=O)C, predict the reaction product. The product is: [F:1][C:2]1[CH:7]=[CH:6][C:5]([C:8]2[C:13](/[CH:14]=[CH:15]/[C@@H:16]([OH:28])[CH2:17][C@@H:18]([OH:27])[CH2:19][C:20]([O:22][C:23]([CH3:26])([CH3:25])[CH3:24])=[O:21])=[C:12]([CH:29]([CH3:31])[CH3:30])[N:11]=[C:10]([N:32]([CH3:37])[S:33]([CH3:36])(=[O:35])=[O:34])[N:9]=2)=[CH:4][CH:3]=1. (6) Given the reactants C(O[CH:5]([O:11][CH2:12][CH2:13][C:14]1[CH:19]=[CH:18][CH:17]=[CH:16][C:15]=1[O:20][CH3:21])[C:6]([O:8][CH2:9][CH3:10])=[O:7])(=O)C.[Al+3].[Cl-].[Cl-].[Cl-], predict the reaction product. The product is: [CH3:21][O:20][C:15]1[CH:16]=[CH:17][CH:18]=[C:19]2[C:14]=1[CH2:13][CH2:12][O:11][CH:5]2[C:6]([O:8][CH2:9][CH3:10])=[O:7]. (7) Given the reactants [Br:1][C:2]1[CH:3]=[C:4]2[C:9](=[CH:10][CH:11]=1)[CH:8]=[C:7]([C:12]([N+:17]([O-:19])=[O:18])([CH2:15][OH:16])[CH2:13][OH:14])[CH:6]=[CH:5]2.C(Cl)Cl.CO[C:25](OC)([CH3:27])[CH3:26].B(F)(F)F, predict the reaction product. The product is: [Br:1][C:2]1[CH:3]=[C:4]2[C:9](=[CH:10][CH:11]=1)[CH:8]=[C:7]([C:12]1([N+:17]([O-:19])=[O:18])[CH2:15][O:16][C:25]([CH3:27])([CH3:26])[O:14][CH2:13]1)[CH:6]=[CH:5]2. (8) Given the reactants [O:1]=[C:2]1[N:6]([C@@H:7]2[CH2:12][CH2:11][C@H:10]([C:13]([OH:15])=O)[CH2:9][CH2:8]2)[CH2:5][CH2:4][O:3]1.[F:16][C:17]1[CH:18]=[C:19]([C:24]2[CH:25]=[N:26][C:27]([NH2:30])=[N:28][CH:29]=2)[CH:20]=[C:21]([F:23])[CH:22]=1, predict the reaction product. The product is: [F:23][C:21]1[CH:20]=[C:19]([C:24]2[CH:29]=[N:28][C:27]([NH:30][C:13]([C@H:10]3[CH2:9][CH2:8][C@@H:7]([N:6]4[CH2:5][CH2:4][O:3][C:2]4=[O:1])[CH2:12][CH2:11]3)=[O:15])=[N:26][CH:25]=2)[CH:18]=[C:17]([F:16])[CH:22]=1. (9) Given the reactants [C:1]([C:3]1[CH:8]=[CH:7][N:6]=[C:5]([NH:9]C(=O)OC(C)(C)C)[CH:4]=1)#[N:2].FC(F)(F)C(O)=O, predict the reaction product. The product is: [NH2:9][C:5]1[CH:4]=[C:3]([CH:8]=[CH:7][N:6]=1)[C:1]#[N:2].